Dataset: Forward reaction prediction with 1.9M reactions from USPTO patents (1976-2016). Task: Predict the product of the given reaction. (1) Given the reactants Cl[C:2]1[CH:7]=[C:6]([C:8]2[CH:13]=[CH:12][CH:11]=[C:10]([Cl:14])[C:9]=2[CH3:15])[N:5]=[C:4]([NH2:16])[N:3]=1.[CH2:17]([NH2:19])[CH3:18], predict the reaction product. The product is: [Cl:14][C:10]1[C:9]([CH3:15])=[C:8]([C:6]2[N:5]=[C:4]([NH2:16])[N:3]=[C:2]([NH:19][CH2:17][CH3:18])[CH:7]=2)[CH:13]=[CH:12][CH:11]=1. (2) The product is: [Cl:23][C:24]1[C:25]([C:33]([CH:35]2[CH2:36][CH2:37][CH2:38]2)=[O:34])=[C:26]2[CH:32]=[CH:31][NH:30][C:27]2=[N:28][CH:29]=1. Given the reactants CC(OI1(OC(C)=O)(OC(C)=O)OC(=O)C2C=CC=CC1=2)=O.[Cl:23][C:24]1[C:25]([CH:33]([CH:35]2[CH2:38][CH2:37][CH2:36]2)[OH:34])=[C:26]2[CH:32]=[CH:31][NH:30][C:27]2=[N:28][CH:29]=1, predict the reaction product. (3) Given the reactants Br[C:2]1[C:12]([CH3:13])=[CH:11][C:5]2[O:6][C:7]([F:10])([F:9])[O:8][C:4]=2[CH:3]=1.ClC1C=CC(C(F)(F)F)=CC=1OC1[CH:19]=[CH:20][C:21]([N+:24]([O-])=O)=[N:22][CH:23]=1.P([O-])([O-])([O-])=O.[K+].[K+].[K+].O1CCOC[CH2:44]1.C(#N)C.O, predict the reaction product. The product is: [F:9][C:7]1([F:10])[O:8][C:4]2[CH:3]=[C:2]([CH3:44])[C:12]([C:13]3[CH:19]=[CH:20][C:21]([NH2:24])=[N:22][CH:23]=3)=[CH:11][C:5]=2[O:6]1. (4) Given the reactants [F:1][C:2]1[CH:3]=[C:4]([C:27]2[C:28]([C:33]#[N:34])=[CH:29][CH:30]=[CH:31][CH:32]=2)[CH:5]=[CH:6][C:7]=1[CH2:8][C:9]1[C:10](=[O:26])[N:11]([C@H:21]2[CH2:24][C@H:23]([OH:25])[CH2:22]2)[C:12]2[N:13]([N:18]=[CH:19][N:20]=2)[C:14]=1[CH2:15][CH2:16][CH3:17].[N+](=[CH:37][C:38]([O:40][CH2:41][CH3:42])=[O:39])=[N-], predict the reaction product. The product is: [C:33]([C:28]1[CH:29]=[CH:30][CH:31]=[CH:32][C:27]=1[C:4]1[CH:5]=[CH:6][C:7]([CH2:8][C:9]2[C:10](=[O:26])[N:11]([C@H:21]3[CH2:22][C@H:23]([O:25][CH2:37][C:38]([O:40][CH2:41][CH3:42])=[O:39])[CH2:24]3)[C:12]3[N:13]([N:18]=[CH:19][N:20]=3)[C:14]=2[CH2:15][CH2:16][CH3:17])=[C:2]([F:1])[CH:3]=1)#[N:34]. (5) Given the reactants Br[C:2]1[C:7]([N+:8]([O-:10])=[O:9])=[CH:6][CH:5]=[CH:4][C:3]=1[F:11].[CH:12]1([NH2:15])[CH2:14][CH2:13]1, predict the reaction product. The product is: [CH:12]1([NH:15][C:2]2[C:7]([N+:8]([O-:10])=[O:9])=[CH:6][CH:5]=[CH:4][C:3]=2[F:11])[CH2:14][CH2:13]1. (6) Given the reactants [NH2:1][C:2]1[S:3][C:4]([CH2:11][CH3:12])=[CH:5][C:6]=1[C:7]([O:9]C)=O.ClC(Cl)(O[C:17](=[O:23])OC(Cl)(Cl)Cl)Cl.C(N(CC)CC)C.[F:32][C:33]1[CH:38]=[CH:37][C:36]([CH2:39][CH2:40][NH2:41])=[CH:35][CH:34]=1, predict the reaction product. The product is: [CH2:11]([C:4]1[S:3][C:2]2[NH:1][C:17](=[O:23])[N:41]([CH2:40][CH2:39][C:36]3[CH:37]=[CH:38][C:33]([F:32])=[CH:34][CH:35]=3)[C:7](=[O:9])[C:6]=2[CH:5]=1)[CH3:12].